The task is: Regression/Classification. Given a drug SMILES string, predict its absorption, distribution, metabolism, or excretion properties. Task type varies by dataset: regression for continuous measurements (e.g., permeability, clearance, half-life) or binary classification for categorical outcomes (e.g., BBB penetration, CYP inhibition). Dataset: cyp2c9_veith.. This data is from CYP2C9 inhibition data for predicting drug metabolism from PubChem BioAssay. The molecule is Nc1ncnc(N(c2ccccc2)C2CCCCC2)c1[N+](=O)[O-]. The result is 0 (non-inhibitor).